Dataset: Catalyst prediction with 721,799 reactions and 888 catalyst types from USPTO. Task: Predict which catalyst facilitates the given reaction. (1) Reactant: [NH:1]1[CH2:5][CH2:4][CH2:3][CH2:2]1.[Br:6][C:7]1[CH:20]=[CH:19][C:10]2[N:11]=[C:12]([CH:14]3[CH2:17][C:16](=O)[CH2:15]3)[S:13][C:9]=2[CH:8]=1.C([BH3-])#N.[Na+]. Product: [Br:6][C:7]1[CH:20]=[CH:19][C:10]2[N:11]=[C:12]([C@H:14]3[CH2:15][C@@H:16]([N:1]4[CH2:5][CH2:4][CH2:3][CH2:2]4)[CH2:17]3)[S:13][C:9]=2[CH:8]=1. The catalyst class is: 5. (2) Reactant: C[O:2][C:3](=O)[CH2:4][N:5]1[CH:9]=[C:8]([C:10]2[CH:15]=[CH:14][CH:13]=[C:12]([Br:16])[N:11]=2)[CH:7]=[N:6]1.[H-].C([Al+]CC(C)C)C(C)C.C(C(C(C([O-])=O)O)O)([O-])=O.[Na+].[K+].C(OCC)(=O)C. Product: [Br:16][C:12]1[N:11]=[C:10]([C:8]2[CH:7]=[N:6][N:5]([CH2:4][CH2:3][OH:2])[CH:9]=2)[CH:15]=[CH:14][CH:13]=1. The catalyst class is: 7. (3) Reactant: [Cl:1][C:2]1[CH:7]=[CH:6][C:5]([CH2:8][C@@H:9]([NH:27]C(=O)OC(C)(C)C)[C:10]([N:12]2[CH2:17][CH2:16][N:15]([C:18]3[C:19]4[CH2:26][S:25][CH2:24][C:20]=4[N:21]=[CH:22][N:23]=3)[CH2:14][CH2:13]2)=[O:11])=[CH:4][CH:3]=1.[ClH:35]. Product: [ClH:1].[ClH:35].[NH2:27][C@H:9]([CH2:8][C:5]1[CH:6]=[CH:7][C:2]([Cl:1])=[CH:3][CH:4]=1)[C:10]([N:12]1[CH2:17][CH2:16][N:15]([C:18]2[C:19]3[CH2:26][S:25][CH2:24][C:20]=3[N:21]=[CH:22][N:23]=2)[CH2:14][CH2:13]1)=[O:11]. The catalyst class is: 2. (4) Reactant: [Br:1][C:2]1[CH:3]=[C:4]([C:8]([C:10]2[CH:15]=[CH:14][CH:13]=[C:12]([C:16]([F:19])([F:18])[F:17])[C:11]=2F)=O)[CH:5]=[CH:6][CH:7]=1.[C:21]([NH2:29])(=[NH:28])[C:22]1[CH:27]=[CH:26][CH:25]=[CH:24][CH:23]=1.C(=O)([O-])[O-].[Cs+].[Cs+].O. Product: [Br:1][C:2]1[CH:3]=[C:4]([C:8]2[C:10]3[C:11](=[C:12]([C:16]([F:19])([F:18])[F:17])[CH:13]=[CH:14][CH:15]=3)[N:29]=[C:21]([C:22]3[CH:27]=[CH:26][CH:25]=[CH:24][CH:23]=3)[N:28]=2)[CH:5]=[CH:6][CH:7]=1. The catalyst class is: 163. (5) Reactant: [N:1]([C:4]1[CH:12]=[CH:11][C:7]([C:8]([OH:10])=O)=[CH:6][CH:5]=1)=[N+:2]=[N-:3].C1C=CC2N(O)N=NC=2C=1.[C:23]1([CH2:29][CH2:30][CH2:31][NH2:32])[CH:28]=[CH:27][CH:26]=[CH:25][CH:24]=1.CCN=C=NCCCN(C)C. Product: [N:1]([C:4]1[CH:5]=[CH:6][C:7]([C:8]([NH:32][CH2:31][CH2:30][CH2:29][C:23]2[CH:28]=[CH:27][CH:26]=[CH:25][CH:24]=2)=[O:10])=[CH:11][CH:12]=1)=[N+:2]=[N-:3]. The catalyst class is: 444. (6) Reactant: [OH:1][C:2]1[CH:7]=[CH:6][C:5]([CH2:8][CH2:9][CH:10]([NH:12][C:13](=[O:15])[CH3:14])[CH3:11])=[CH:4][CH:3]=1.[H-].[Na+].Cl[C:19]1[N:20]=[N:21][C:22]([O:25][CH:26]([CH3:28])[CH3:27])=[CH:23][CH:24]=1.C(OCC)(=O)C. Product: [CH:26]([O:25][C:22]1[N:21]=[N:20][C:19]([O:1][C:2]2[CH:3]=[CH:4][C:5]([CH2:8][CH2:9][CH:10]([NH:12][C:13](=[O:15])[CH3:14])[CH3:11])=[CH:6][CH:7]=2)=[CH:24][CH:23]=1)([CH3:28])[CH3:27]. The catalyst class is: 179. (7) Reactant: [CH3:1][C:2]1([CH3:38])[C:10]2[C:5](=[CH:6][C:7](B3OC(C)(C)C(C)(C)O3)=[CH:8][CH:9]=2)[N:4]([C:20]2[C:29]3[C:24](=[CH:25][C:26]([F:30])=[CH:27][CH:28]=3)[N:23]=[C:22]([C:31]3[CH:36]=[CH:35][CH:34]=[CH:33][N:32]=3)[C:21]=2[CH3:37])[CH2:3]1.Cl[C:40]1[C:45]([Cl:46])=[CH:44][N:43]=[C:42]([NH2:47])[N:41]=1.C(=O)([O-])[O-].[Na+].[Na+]. Product: [Cl:46][C:45]1[C:40]([C:7]2[CH:6]=[C:5]3[C:10]([C:2]([CH3:38])([CH3:1])[CH2:3][N:4]3[C:20]3[C:29]4[C:24](=[CH:25][C:26]([F:30])=[CH:27][CH:28]=4)[N:23]=[C:22]([C:31]4[CH:36]=[CH:35][CH:34]=[CH:33][N:32]=4)[C:21]=3[CH3:37])=[CH:9][CH:8]=2)=[N:41][C:42]([NH2:47])=[N:43][CH:44]=1. The catalyst class is: 551. (8) Reactant: [CH2:1]([NH+:3]1[CH2:8][CH2:7][C:6](O)(O)[C:5]([F:12])([F:11])[CH2:4]1)[CH3:2].[NH2:13][OH:14]. Product: [CH2:1]([N:3]1[CH2:8][CH2:7][C:6](=[N:13][OH:14])[C:5]([F:12])([F:11])[CH2:4]1)[CH3:2]. The catalyst class is: 8. (9) Reactant: [CH3:1][N:2]1[CH2:7][CH2:6][N:5]([C:8]2[CH:13]=[C:12]([C:14]([F:17])([F:16])[F:15])[CH:11]=[C:10]([N+:18]([O-])=O)[CH:9]=2)[CH2:4][CH2:3]1.C(O)C.[H][H]. Product: [CH3:1][N:2]1[CH2:3][CH2:4][N:5]([C:8]2[CH:9]=[C:10]([NH2:18])[CH:11]=[C:12]([C:14]([F:17])([F:15])[F:16])[CH:13]=2)[CH2:6][CH2:7]1. The catalyst class is: 331. (10) Reactant: N#N.Cl.Cl.[NH:5]1[C:9]2[CH:10]=[CH:11][CH:12]=[CH:13][C:8]=2[N:7]=[C:6]1[C@H:14]([NH2:24])[CH2:15][C:16]1[CH:21]=[CH:20][C:19]([O:22][CH3:23])=[CH:18][CH:17]=1.CCN(C(C)C)C(C)C.[C:34](N1C=CN=C1)(N1C=CN=C1)=[O:35]. Product: [CH3:23][O:22][C:19]1[CH:20]=[CH:21][C:16]([CH2:15][CH:14]2[C:6]3=[N:7][C:8]4[CH:13]=[CH:12][CH:11]=[CH:10][C:9]=4[N:5]3[C:34](=[O:35])[NH:24]2)=[CH:17][CH:18]=1. The catalyst class is: 20.